This data is from Forward reaction prediction with 1.9M reactions from USPTO patents (1976-2016). The task is: Predict the product of the given reaction. Given the reactants [F:1][C:2]1[CH:7]=[CH:6][CH:5]=[CH:4][C:3]=1[N:8]1[C:16]2[C:11](=[C:12]([N:17]3[CH2:21][CH2:20][N:19]([CH2:22][C:23](O)=[O:24])[C:18]3=[O:26])[CH:13]=[CH:14][CH:15]=2)[CH:10]=[N:9]1.C([N:29]([CH:33]([CH3:35])C)[CH:30]([CH3:32])C)C.CN(C([O:43]N1N=NC2C=CC=NC1=2)=[N+](C)C)C.F[P-](F)(F)(F)(F)F, predict the reaction product. The product is: [F:1][C:2]1[CH:7]=[CH:6][CH:5]=[CH:4][C:3]=1[N:8]1[C:16]2[C:11](=[C:12]([N:17]3[CH2:21][CH2:20][N:19]([CH2:22][C:23]([N:29]4[CH2:30][CH2:32][C@H:35]([OH:43])[CH2:33]4)=[O:24])[C:18]3=[O:26])[CH:13]=[CH:14][CH:15]=2)[CH:10]=[N:9]1.